Task: Regression/Classification. Given a drug SMILES string, predict its toxicity properties. Task type varies by dataset: regression for continuous values (e.g., LD50, hERG inhibition percentage) or binary classification for toxic/non-toxic outcomes (e.g., AMES mutagenicity, cardiotoxicity, hepatotoxicity). Dataset: ames.. Dataset: Ames mutagenicity test results for genotoxicity prediction (1) The result is 1 (mutagenic). The drug is O=P1(N(CCCl)CCCl)NCCCO1. (2) The molecule is Cc1c(C)c(Br)c(Br)c(Br)c1Br. The result is 0 (non-mutagenic). (3) The compound is c1ccc2c(c1)cc1c3c2ccc2cccc(c23)C2OC12. The result is 1 (mutagenic). (4) The molecule is CS(=O)(=O)c1ccc(O)c(N)c1. The result is 0 (non-mutagenic). (5) The result is 0 (non-mutagenic). The compound is CCCC(=O)Nc1snc2cc(Cl)ccc12. (6) The drug is Nc1ccc(N)c(S(=O)(=O)O)c1. The result is 0 (non-mutagenic). (7) The drug is COC(COC(N)=O)C1=C(N2CC2)C(=O)C(C)=C(N2CC2)C1=O. The result is 1 (mutagenic). (8) The drug is CCCCC/C=C/C(=O)CCc1ccc(O)c(OC)c1. The result is 1 (mutagenic). (9) The drug is C1=CCCCC1. The result is 0 (non-mutagenic). (10) The molecule is C=C(C)C(C)Cl. The result is 1 (mutagenic).